This data is from Catalyst prediction with 721,799 reactions and 888 catalyst types from USPTO. The task is: Predict which catalyst facilitates the given reaction. (1) Reactant: Cl.[NH2:2][CH2:3][CH2:4][NH:5][C@H:6]([CH2:11][S:12][CH2:13][CH2:14][CH2:15][C:16]1[CH:21]=[CH:20][C:19]([C:22]#[N:23])=[CH:18][CH:17]=1)[C:7](OC)=[O:8].CCN(CC)CC. Product: [O:8]=[C:7]1[NH:2][CH2:3][CH2:4][NH:5][C@@H:6]1[CH2:11][S:12][CH2:13][CH2:14][CH2:15][C:16]1[CH:21]=[CH:20][C:19]([C:22]#[N:23])=[CH:18][CH:17]=1. The catalyst class is: 2. (2) Product: [F:20][C:21]([F:28])([S:24]([O-:27])(=[O:26])=[O:25])[CH2:22][O:23][C:17]([CH:16]1[CH:11]2[CH:10]3[CH:14]([CH:7]([O:6][C:1](=[O:5])[C:2]([CH3:4])=[CH2:3])[CH:8]1[CH2:9]3)[O:13][C:12]2=[O:15])=[O:18].[C:42]1([S+:35]([C:29]2[CH:30]=[CH:31][CH:32]=[CH:33][CH:34]=2)[C:36]2[CH:41]=[CH:40][CH:39]=[CH:38][CH:37]=2)[CH:43]=[CH:44][CH:45]=[CH:46][CH:47]=1. The catalyst class is: 2. Reactant: [C:1]([O:6][CH:7]1[CH:14]2[CH:10]3[CH:11]([CH:16]([C:17](Cl)=[O:18])[CH:8]1[CH2:9]3)[C:12](=[O:15])[O:13]2)(=[O:5])[C:2]([CH3:4])=[CH2:3].[F:20][C:21]([F:28])([S:24]([O-:27])(=[O:26])=[O:25])[CH2:22][OH:23].[C:29]1([S+:35]([C:42]2[CH:47]=[CH:46][CH:45]=[CH:44][CH:43]=2)[C:36]2[CH:41]=[CH:40][CH:39]=[CH:38][CH:37]=2)[CH:34]=[CH:33][CH:32]=[CH:31][CH:30]=1.C(N(CC)CC)C.Cl. (3) Reactant: [CH:1](NC(C)C)(C)C.C([Li])CCC.[CH3:13][O:14][C:15]1[CH:20]=[CH:19][C:18]([N:21]2[C:25]([C:26]3[CH:31]=[CH:30][N:29]=[CH:28][CH:27]=3)=[CH:24][N:23]=[CH:22]2)=[CH:17][CH:16]=1.CI. Product: [CH3:13][O:14][C:15]1[CH:16]=[CH:17][C:18]([N:21]2[C:25]([C:26]3[CH:31]=[CH:30][N:29]=[CH:28][CH:27]=3)=[CH:24][N:23]=[C:22]2[CH3:1])=[CH:19][CH:20]=1. The catalyst class is: 7. (4) Reactant: [CH2:1]([C:3]([C:21]1[CH:31]=[CH:30][C:24]([O:25][CH2:26][C:27](O)=[O:28])=[C:23]([CH3:32])[CH:22]=1)([C:6]1[CH:11]=[CH:10][C:9]([CH:12]=[CH:13][C:14]([CH2:18][CH3:19])([OH:17])[CH2:15][CH3:16])=[C:8]([CH3:20])[CH:7]=1)[CH2:4][CH3:5])[CH3:2].C(N(C(C)C)CC)(C)C.[CH:42]1[C:54]2[CH:53]([CH2:55][O:56][C:57](=[O:62])[NH:58][CH2:59][CH2:60][NH2:61])[C:52]3[C:47](=[CH:48][CH:49]=[CH:50][CH:51]=3)[C:46]=2[CH:45]=[CH:44][CH:43]=1.CCN=C=NCCCN(C)C.Cl.C1C=C2N=NN(O)C2=CC=1.O. Product: [CH:51]1[C:52]2[CH:53]([CH2:55][O:56][C:57](=[O:62])[NH:58][CH2:59][CH2:60][NH:61][C:27](=[O:28])[CH2:26][O:25][C:24]3[CH:30]=[CH:31][C:21]([C:3]([CH2:1][CH3:2])([C:6]4[CH:11]=[CH:10][C:9](/[CH:12]=[CH:13]/[C:14]([CH2:18][CH3:19])([OH:17])[CH2:15][CH3:16])=[C:8]([CH3:20])[CH:7]=4)[CH2:4][CH3:5])=[CH:22][C:23]=3[CH3:32])[C:54]3[C:46](=[CH:45][CH:44]=[CH:43][CH:42]=3)[C:47]=2[CH:48]=[CH:49][CH:50]=1. The catalyst class is: 34. (5) The catalyst class is: 107. Reactant: [NH2:1][C:2]1([C:15]([OH:17])=[O:16])[CH2:7][CH2:6][N:5]([C:8]([O:10][C:11]([CH3:14])([CH3:13])[CH3:12])=[O:9])[CH2:4][CH2:3]1.[OH-].[Na+].[CH3:20][C:21]([O:24][C:25](O[C:25]([O:24][C:21]([CH3:23])([CH3:22])[CH3:20])=[O:26])=[O:26])([CH3:23])[CH3:22]. Product: [C:11]([O:10][C:8]([N:5]1[CH2:6][CH2:7][C:2]([NH:1][C:25]([O:24][C:21]([CH3:23])([CH3:22])[CH3:20])=[O:26])([C:15]([OH:17])=[O:16])[CH2:3][CH2:4]1)=[O:9])([CH3:12])([CH3:13])[CH3:14]. (6) Reactant: [N:1]([CH:4]([CH3:23])[CH:5]([NH:15][C:16]([O:18][C:19]([CH3:22])([CH3:21])[CH3:20])=[O:17])[CH2:6][O:7][Si:8]([C:11]([CH3:14])([CH3:13])[CH3:12])([CH3:10])[CH3:9])=[N+]=[N-]. Product: [NH2:1][CH:4]([CH3:23])[CH:5]([NH:15][C:16]([O:18][C:19]([CH3:22])([CH3:21])[CH3:20])=[O:17])[CH2:6][O:7][Si:8]([C:11]([CH3:14])([CH3:13])[CH3:12])([CH3:10])[CH3:9]. The catalyst class is: 50. (7) Reactant: [C:1]1([S:7]([NH:10][C:11]2[CH:20]=[CH:19][C:18]([Cl:21])=[CH:17][C:12]=2[C:13]([O:15]C)=[O:14])(=[O:9])=[O:8])[CH:6]=[CH:5][CH:4]=[CH:3][CH:2]=1.[OH-].[Na+].Cl. Product: [C:1]1([S:7]([NH:10][C:11]2[CH:20]=[CH:19][C:18]([Cl:21])=[CH:17][C:12]=2[C:13]([OH:15])=[O:14])(=[O:9])=[O:8])[CH:2]=[CH:3][CH:4]=[CH:5][CH:6]=1. The catalyst class is: 36. (8) Product: [F:1][C:2]1[CH:3]=[CH:4][C:5]2[N:6]([CH:8]=[C:9]([CH2:11][OH:12])[N:10]=2)[CH:7]=1. Reactant: [F:1][C:2]1[CH:3]=[CH:4][C:5]2[N:6]([CH:8]=[C:9]([C:11](O)=[O:12])[N:10]=2)[CH:7]=1.CO. The catalyst class is: 1. (9) Product: [CH3:25][N:24]([CH2:26][C:27]1[CH:28]=[CH:29][C:30]([NH:31]/[C:13](=[C:6]2\[C:5](=[O:22])[NH:4][C:12]3[C:7]\2=[CH:8][CH:9]=[CH:10][CH:11]=3)/[C:14]2[CH:15]=[C:16]([CH3:20])[CH:17]=[CH:18][CH:19]=2)=[CH:32][CH:33]=1)[CH3:23]. Reactant: C([N:4]1[C:12]2[C:7](=[CH:8][CH:9]=[CH:10][CH:11]=2)[C:6](=[C:13](Cl)[C:14]2[CH:15]=[C:16]([CH3:20])[CH:17]=[CH:18][CH:19]=2)[C:5]1=[O:22])(=O)C.[CH3:23][N:24]([CH2:26][C:27]1[CH:33]=[CH:32][C:30]([NH2:31])=[CH:29][CH:28]=1)[CH3:25].[OH-].[Na+]. The catalyst class is: 121.